Predict which catalyst facilitates the given reaction. From a dataset of Catalyst prediction with 721,799 reactions and 888 catalyst types from USPTO. (1) Reactant: [C:1]([C:4]1[C:9]2[NH:10][C:11]3[C:16]([C:8]=2[C:7]([C:22]2[C:23]([CH3:40])=[C:24]([NH:28][CH2:29][C:30]4[CH:38]=[CH:37][C:36]([F:39])=[CH:35][C:31]=4[C:32]([OH:34])=O)[CH:25]=[CH:26][CH:27]=2)=[CH:6][N:5]=1)=[CH:15][CH:14]=[C:13]([O:17][CH2:18][CH2:19][O:20][CH3:21])[CH:12]=3)(=[O:3])[NH2:2].C(O)(C(F)(F)F)=O.C(NC(C)C)(C)C.F[P-](F)(F)(F)(F)F.N1(O[P+](N(C)C)(N(C)C)N(C)C)C2C=CC=CC=2N=N1.CN1CCOCC1. Product: [F:39][C:36]1[CH:35]=[C:31]2[C:30]([CH2:29][N:28]([C:24]3[C:23]([CH3:40])=[C:22]([C:7]4[C:8]5[C:16]6[C:11](=[CH:12][C:13]([O:17][CH2:18][CH2:19][O:20][CH3:21])=[CH:14][CH:15]=6)[NH:10][C:9]=5[C:4]([C:1]([NH2:2])=[O:3])=[N:5][CH:6]=4)[CH:27]=[CH:26][CH:25]=3)[C:32]2=[O:34])=[CH:38][CH:37]=1. The catalyst class is: 39. (2) Reactant: [C:1]([C:5]1[CH:10]=[CH:9][CH:8]=[CH:7][C:6]=1[N:11]1[CH2:16][CH2:15][N:14]([C:17](=[O:24])[CH2:18][CH2:19][C:20]([O:22]C)=[O:21])[CH2:13][CH2:12]1)([CH3:4])([CH3:3])[CH3:2].[OH-].[Li+].CO.O.CC#N.O. Product: [C:1]([C:5]1[CH:10]=[CH:9][CH:8]=[CH:7][C:6]=1[N:11]1[CH2:12][CH2:13][N:14]([C:17](=[O:24])[CH2:18][CH2:19][C:20]([OH:22])=[O:21])[CH2:15][CH2:16]1)([CH3:4])([CH3:2])[CH3:3]. The catalyst class is: 1. (3) Reactant: [NH:1]([C:102]([O:104][C:105]([CH3:108])([CH3:107])[CH3:106])=[O:103])[C@@H:2]([C:10]([N:12]1[CH2:101][CH2:100][CH2:99][C@H:13]1[C:14]([NH:16][C@H:17]([C:42]([N:44]1[CH2:98][CH2:97][CH2:96][C@H:45]1[C:46]([NH:48][CH2:49][C:50]([NH:52][CH2:53][C:54]([NH:56][CH2:57][C:58]([NH:60][CH2:61][C:62]([NH:64][C@H:65]([C:89]([NH:91][CH2:92]C(O)=O)=[O:90])[CH2:66][C:67](=[O:88])[NH:68][C:69]([C:82]1[CH:87]=[CH:86][CH:85]=[CH:84][CH:83]=1)([C:76]1[CH:81]=[CH:80][CH:79]=[CH:78][CH:77]=1)[C:70]1[CH:75]=[CH:74][CH:73]=[CH:72][CH:71]=1)=[O:63])=[O:59])=[O:55])=[O:51])=[O:47])=[O:43])[CH2:18][CH2:19][CH2:20][NH:21][C:22](=[NH:41])[NH:23][S:24]([C:27]1[C:39]([CH3:40])=[C:38]2[C:32]([O:33][C:34]([CH2:37]2)([CH3:36])[CH3:35])=[C:30]([CH3:31])[C:28]=1[CH3:29])(=[O:26])=[O:25])=[O:15])=[O:11])[CH2:3][C:4]1[CH:9]=[CH:8][CH:7]=[CH:6][CH:5]=1.[NH2:109][C@H:110]([C:119]([NH:121][C@H:122]([C:130]([NH:132][C@H:133]([C:143]([NH:145][C@H:146]([C:156]([NH:158][C@H:159]([C:164]([N:166]1[CH2:227][CH2:226][CH2:225][C@H:167]1[C:168]([NH:170][C@H:171]([C:181]([NH:183][C@H:184]([C:194]([NH:196][C@H:197]([C:210]([NH:212][C@H:213]([C:218]([O:220][C:221]([CH3:224])([CH3:223])[CH3:222])=[O:219])[CH2:214][CH:215]([CH3:217])[CH3:216])=[O:211])[CH2:198][C:199]1[CH:204]=[CH:203][C:202]([O:205][C:206]([CH3:209])([CH3:208])[CH3:207])=[CH:201][CH:200]=1)=[O:195])[CH2:185][CH2:186][C:187](=[O:193])[O:188][C:189]([CH3:192])([CH3:191])[CH3:190])=[O:182])[CH2:172][CH2:173][C:174](=[O:180])[O:175][C:176]([CH3:179])([CH3:178])[CH3:177])=[O:169])=[O:165])[C@H:160]([CH2:162][CH3:163])[CH3:161])=[O:157])[CH2:147][CH2:148][C:149](=[O:155])[O:150][C:151]([CH3:154])([CH3:153])[CH3:152])=[O:144])[CH2:134][CH2:135][C:136](=[O:142])[O:137][C:138]([CH3:141])([CH3:140])[CH3:139])=[O:131])[CH2:123][C:124]1[CH:129]=[CH:128][CH:127]=[CH:126][CH:125]=1)=[O:120])[CH2:111][C:112](=[O:118])[O:113][C:114]([CH3:117])([CH3:116])[CH3:115].N1C(C)=CC(C)=CC=1C.CN([C:240]([O:244]N1N=NC2C=CC=CC1=2)=[N+](C)C)C.[B-](F)(F)(F)F. Product: [NH:1]([C:102]([O:104][C:105]([CH3:107])([CH3:106])[CH3:108])=[O:103])[C@@H:2]([C:10]([N:12]1[CH2:101][CH2:100][CH2:99][C@H:13]1[C:14]([NH:16][C@H:17]([C:42]([N:44]1[CH2:98][CH2:97][CH2:96][C@H:45]1[C:46]([NH:48][CH2:49][C:50]([NH:52][CH2:53][C:54]([NH:56][CH2:57][C:58]([NH:60][CH2:61][C:62]([NH:64][C@H:65]([C:89]([NH:91][CH2:92][C:240]([NH:109][C@H:110]([C:119]([NH:121][C@H:122]([C:130]([NH:132][C@H:133]([C:143]([NH:145][C@H:146]([C:156]([NH:158][C@H:159]([C:164]([N:166]1[CH2:227][CH2:226][CH2:225][C@H:167]1[C:168]([NH:170][C@H:171]([C:181]([NH:183][C@H:184]([C:194]([NH:196][C@H:197]([C:210]([NH:212][C@H:213]([C:218]([O:220][C:221]([CH3:223])([CH3:222])[CH3:224])=[O:219])[CH2:214][CH:215]([CH3:216])[CH3:217])=[O:211])[CH2:198][C:199]1[CH:204]=[CH:203][C:202]([O:205][C:206]([CH3:209])([CH3:208])[CH3:207])=[CH:201][CH:200]=1)=[O:195])[CH2:185][CH2:186][C:187](=[O:193])[O:188][C:189]([CH3:190])([CH3:191])[CH3:192])=[O:182])[CH2:172][CH2:173][C:174](=[O:180])[O:175][C:176]([CH3:177])([CH3:178])[CH3:179])=[O:169])=[O:165])[C@H:160]([CH2:162][CH3:163])[CH3:161])=[O:157])[CH2:147][CH2:148][C:149](=[O:155])[O:150][C:151]([CH3:152])([CH3:153])[CH3:154])=[O:144])[CH2:134][CH2:135][C:136](=[O:142])[O:137][C:138]([CH3:139])([CH3:141])[CH3:140])=[O:131])[CH2:123][C:124]1[CH:129]=[CH:128][CH:127]=[CH:126][CH:125]=1)=[O:120])[CH2:111][C:112](=[O:118])[O:113][C:114]([CH3:117])([CH3:116])[CH3:115])=[O:244])=[O:90])[CH2:66][C:67](=[O:88])[NH:68][C:69]([C:76]1[CH:81]=[CH:80][CH:79]=[CH:78][CH:77]=1)([C:70]1[CH:71]=[CH:72][CH:73]=[CH:74][CH:75]=1)[C:82]1[CH:83]=[CH:84][CH:85]=[CH:86][CH:87]=1)=[O:63])=[O:59])=[O:55])=[O:51])=[O:47])=[O:43])[CH2:18][CH2:19][CH2:20][NH:21][C:22](=[NH:41])[NH:23][S:24]([C:27]1[C:39]([CH3:40])=[C:38]2[C:32]([O:33][C:34]([CH2:37]2)([CH3:35])[CH3:36])=[C:30]([CH3:31])[C:28]=1[CH3:29])(=[O:25])=[O:26])=[O:15])=[O:11])[CH2:3][C:4]1[CH:5]=[CH:6][CH:7]=[CH:8][CH:9]=1. The catalyst class is: 3.